Dataset: NCI-60 drug combinations with 297,098 pairs across 59 cell lines. Task: Regression. Given two drug SMILES strings and cell line genomic features, predict the synergy score measuring deviation from expected non-interaction effect. Drug 1: C1=CC=C(C=C1)NC(=O)CCCCCCC(=O)NO. Drug 2: CCN(CC)CCNC(=O)C1=C(NC(=C1C)C=C2C3=C(C=CC(=C3)F)NC2=O)C. Cell line: OVCAR3. Synergy scores: CSS=47.9, Synergy_ZIP=-2.06, Synergy_Bliss=-0.661, Synergy_Loewe=-13.2, Synergy_HSA=-0.0601.